From a dataset of Full USPTO retrosynthesis dataset with 1.9M reactions from patents (1976-2016). Predict the reactants needed to synthesize the given product. Given the product [F:15][C:9]1[CH:10]=[CH:11][CH:12]=[C:13]([F:14])[C:8]=1[C:7]1[N:6]([CH2:16][CH:17]([CH3:18])[CH3:19])[C:5](=[O:20])[C:4]([N:21]2[CH:25]=[CH:24][CH:23]=[N:22]2)=[N:3][CH:2]=1, predict the reactants needed to synthesize it. The reactants are: Cl[C:2]1[N:3]=[C:4]([N:21]2[CH:25]=[CH:24][CH:23]=[N:22]2)[C:5](=[O:20])[N:6]([CH2:16][CH:17]([CH3:19])[CH3:18])[C:7]=1[C:8]1[C:13]([F:14])=[CH:12][CH:11]=[CH:10][C:9]=1[F:15].C(N(CC)CC)C.[H][H].